This data is from Full USPTO retrosynthesis dataset with 1.9M reactions from patents (1976-2016). The task is: Predict the reactants needed to synthesize the given product. (1) Given the product [Cl:13][C:14]1[CH:19]=[CH:18][C:17]([C:2]2[CH:7]=[CH:6][C:5]([O:8][CH3:9])=[CH:4][C:3]=2[C:10](=[O:12])[CH3:11])=[CH:16][CH:15]=1, predict the reactants needed to synthesize it. The reactants are: Br[C:2]1[CH:7]=[CH:6][C:5]([O:8][CH3:9])=[CH:4][C:3]=1[C:10](=[O:12])[CH3:11].[Cl:13][C:14]1[CH:19]=[CH:18][C:17](B(O)O)=[CH:16][CH:15]=1. (2) Given the product [F:33][C:34]([F:39])([F:38])[C:35]([OH:37])=[O:36].[CH3:32][N:11]1[C:10]2[CH2:9][NH:8][CH2:20][CH2:19][C:18]=2[C:17]2[C:12]1=[CH:13][CH:14]=[C:15]([O:21][Si:22]([CH:23]([CH3:25])[CH3:24])([CH:29]([CH3:31])[CH3:30])[CH:26]([CH3:28])[CH3:27])[CH:16]=2, predict the reactants needed to synthesize it. The reactants are: C(OC([N:8]1[CH2:20][CH2:19][C:18]2[C:17]3[C:12](=[CH:13][CH:14]=[C:15]([O:21][Si:22]([CH:29]([CH3:31])[CH3:30])([CH:26]([CH3:28])[CH3:27])[CH:23]([CH3:25])[CH3:24])[CH:16]=3)[N:11]([CH3:32])[C:10]=2[CH2:9]1)=O)(C)(C)C.[F:33][C:34]([F:39])([F:38])[C:35]([OH:37])=[O:36]. (3) The reactants are: [Cl:1][C:2]1[C:11]2[C:6](=[CH:7][CH:8]=[C:9]([C:12]([C:14]3[N:18]([CH3:19])[C:17]([CH3:20])=[N:16][CH:15]=3)=[O:13])[CH:10]=2)[N:5]=[C:4]([O:21][CH3:22])[C:3]=1[CH2:23][C:24]1[CH:29]=[CH:28][C:27]([C:30]([F:33])([F:32])[F:31])=[CH:26][CH:25]=1.[Li][CH3:35]. Given the product [Cl:1][C:2]1[C:11]2[C:6](=[CH:7][CH:8]=[C:9]([C:12]([C:14]3[N:18]([CH3:19])[C:17]([CH3:20])=[N:16][CH:15]=3)([OH:13])[CH3:35])[CH:10]=2)[N:5]=[C:4]([O:21][CH3:22])[C:3]=1[CH2:23][C:24]1[CH:25]=[CH:26][C:27]([C:30]([F:31])([F:33])[F:32])=[CH:28][CH:29]=1, predict the reactants needed to synthesize it. (4) Given the product [Cl:26][C:23]1[CH:24]=[CH:25][C:20]([CH2:19][N:4]2[CH:5]=[C:6]([CH2:9][CH2:10][CH2:11][C:12]3[CH:17]=[CH:16][CH:15]=[CH:14][CH:13]=3)[CH:7]=[CH:8][C:3]2=[O:2])=[C:21]([F:27])[CH:22]=1, predict the reactants needed to synthesize it. The reactants are: C[O:2][C:3]1[CH:8]=[CH:7][C:6]([CH2:9][CH2:10][CH2:11][C:12]2[CH:17]=[CH:16][CH:15]=[CH:14][CH:13]=2)=[CH:5][N:4]=1.Br[CH2:19][C:20]1[CH:25]=[CH:24][C:23]([Cl:26])=[CH:22][C:21]=1[F:27]. (5) Given the product [Br:1][C:2]1[CH:9]=[C:8]([NH:12][C:11](=[O:18])[O:13][C:14]([CH3:17])([CH3:16])[CH3:15])[C:5]([CH:6]=[O:7])=[CH:4][N:3]=1, predict the reactants needed to synthesize it. The reactants are: [Br:1][C:2]1[CH:9]=[C:8](I)[C:5]([CH:6]=[O:7])=[CH:4][N:3]=1.[C:11](=[O:18])([O:13][C:14]([CH3:17])([CH3:16])[CH3:15])[NH2:12].C1(P(C2C=CC=CC=2)C2C3OC4C(=CC=CC=4P(C4C=CC=CC=4)C4C=CC=CC=4)C(C)(C)C=3C=CC=2)C=CC=CC=1.C(=O)([O-])[O-].[Cs+].[Cs+].